From a dataset of Full USPTO retrosynthesis dataset with 1.9M reactions from patents (1976-2016). Predict the reactants needed to synthesize the given product. The reactants are: [OH:1][CH:2]1[CH2:7][CH2:6][N:5]([NH:8][C:9]([C:11]2[C:15]([CH3:16])=[C:14]([C:17]3[CH:22]=[CH:21][C:20]([OH:23])=[CH:19][CH:18]=3)[N:13]([C:24]3[CH:29]=[CH:28][C:27]([Cl:30])=[CH:26][C:25]=3[Cl:31])[N:12]=2)=[O:10])[CH2:4][CH2:3]1.C1COCC1.CCN(CC)CC.[F:44][C:45]([F:53])([F:52])[CH2:46][CH2:47][S:48](Cl)(=[O:50])=[O:49]. Given the product [Cl:31][C:25]1[CH:26]=[C:27]([Cl:30])[CH:28]=[CH:29][C:24]=1[N:13]1[C:14]([C:17]2[CH:18]=[CH:19][C:20]([O:23][S:48]([CH2:47][CH2:46][C:45]([F:53])([F:52])[F:44])(=[O:50])=[O:49])=[CH:21][CH:22]=2)=[C:15]([CH3:16])[C:11]([C:9](=[O:10])[NH:8][N:5]2[CH2:6][CH2:7][CH:2]([OH:1])[CH2:3][CH2:4]2)=[N:12]1, predict the reactants needed to synthesize it.